This data is from Forward reaction prediction with 1.9M reactions from USPTO patents (1976-2016). The task is: Predict the product of the given reaction. (1) Given the reactants Cl.[CH2:2]([NH:4][OH:5])[CH3:3].[CH3:6][C:7]1[C:12]([CH:13]=O)=[C:11]([S:15]([OH:18])(=[O:17])=[O:16])[CH:10]=[C:9]([S:19]([OH:22])(=[O:21])=[O:20])[CH:8]=1, predict the reaction product. The product is: [CH2:2]([N+:4]([O-:5])=[CH:13][C:12]1[C:7]([CH3:6])=[CH:8][C:9]([S:19]([OH:22])(=[O:20])=[O:21])=[CH:10][C:11]=1[S:15]([OH:18])(=[O:17])=[O:16])[CH3:3]. (2) Given the reactants [C:1]1([CH:7]([CH2:14][C:15]2[CH:20]=[CH:19][C:18]([C:21]([NH:23][CH2:24][CH2:25][NH:26][C:27]3[CH:32]=[CH:31][CH:30]=[CH:29][N:28]=3)=[O:22])=[CH:17][CH:16]=2)[CH2:8][C:9]([O:11]CC)=[O:10])[CH:6]=[CH:5][CH:4]=[CH:3][CH:2]=1.[Li+].[OH-], predict the reaction product. The product is: [C:1]1([CH:7]([CH2:14][C:15]2[CH:20]=[CH:19][C:18]([C:21]([NH:23][CH2:24][CH2:25][NH:26][C:27]3[CH:32]=[CH:31][CH:30]=[CH:29][N:28]=3)=[O:22])=[CH:17][CH:16]=2)[CH2:8][C:9]([OH:11])=[O:10])[CH:6]=[CH:5][CH:4]=[CH:3][CH:2]=1. (3) Given the reactants [CH2:1]([C@H:8]1[CH2:12][O:11][C:10](=[O:13])[N:9]1[C:14](=[O:23])[CH2:15][C@H:16]([CH3:22])[CH2:17][C:18]([F:21])([F:20])[F:19])[C:2]1[CH:7]=[CH:6][CH:5]=[CH:4][CH:3]=1.C[Si]([N-][Si](C)(C)C)(C)C.[K+].C(C1C=C(C(C)C)C=C(C(C)C)C=1S([N:52]=[N+:53]=[N-:54])(=O)=O)(C)C.C(O)(=O)C.C([O-])(=O)C.[K+], predict the reaction product. The product is: [N:52]([C@@H:15]([C@H:16]([CH3:22])[CH2:17][C:18]([F:19])([F:20])[F:21])[C:14]([N:9]1[C@@H:8]([CH2:1][C:2]2[CH:7]=[CH:6][CH:5]=[CH:4][CH:3]=2)[CH2:12][O:11][C:10]1=[O:13])=[O:23])=[N+:53]=[N-:54]. (4) Given the reactants [Cl:1][C:2]1[CH:3]=[C:4]([C:8]2[N:12]=[C:11]([CH2:13][S:14][C:15]3[N:19]([CH3:20])[CH:18]=[N:17][N:16]=3)[O:10][N:9]=2)[CH:5]=[CH:6][CH:7]=1.[Br:21]Br, predict the reaction product. The product is: [Br:21][C:18]1[N:19]([CH3:20])[C:15]([S:14][CH2:13][C:11]2[O:10][N:9]=[C:8]([C:4]3[CH:5]=[CH:6][CH:7]=[C:2]([Cl:1])[CH:3]=3)[N:12]=2)=[N:16][N:17]=1. (5) Given the reactants [NH4+].[Cl-].[CH3:3][O:4][C:5](=[O:36])[C:6]1[CH:11]=[C:10]([O:12][C:13]2[CH:18]=[CH:17][C:16]([N+:19]([O-])=O)=[C:15]([O:22][CH2:23][CH3:24])[CH:14]=2)[CH:9]=[CH:8][C:7]=1[NH:25][S:26]([C:29]1[CH:34]=[CH:33][C:32]([CH3:35])=[CH:31][CH:30]=1)(=[O:28])=[O:27].CO.C1COCC1, predict the reaction product. The product is: [CH3:3][O:4][C:5](=[O:36])[C:6]1[CH:11]=[C:10]([O:12][C:13]2[CH:18]=[CH:17][C:16]([NH2:19])=[C:15]([O:22][CH2:23][CH3:24])[CH:14]=2)[CH:9]=[CH:8][C:7]=1[NH:25][S:26]([C:29]1[CH:30]=[CH:31][C:32]([CH3:35])=[CH:33][CH:34]=1)(=[O:28])=[O:27]. (6) Given the reactants [C:1]1([C@@H:7]2[CH2:9][C@H:8]2[NH:10][CH2:11][CH2:12][CH:13]2[CH2:18][CH2:17][N:16](C(OC(C)(C)C)=O)[CH2:15][CH2:14]2)[CH:6]=[CH:5][CH:4]=[CH:3][CH:2]=1.Cl.O1CCOCC1, predict the reaction product. The product is: [C:1]1([C@@H:7]2[CH2:9][C@H:8]2[NH:10][CH2:11][CH2:12][CH:13]2[CH2:18][CH2:17][NH:16][CH2:15][CH2:14]2)[CH:2]=[CH:3][CH:4]=[CH:5][CH:6]=1. (7) Given the reactants [CH3:1][NH:2][C:3]1[CH:12]=[CH:11][C:6]([C:7](OC)=[O:8])=[CH:5][CH:4]=1.[H-].[H-].[H-].[H-].[Li+].[Al+3], predict the reaction product. The product is: [CH3:1][NH:2][C:3]1[CH:12]=[CH:11][C:6]([CH2:7][OH:8])=[CH:5][CH:4]=1. (8) Given the reactants [CH:1]1([C:6]([C:8](=[CH:13]N(C)C)[C:9]([O:11][CH3:12])=[O:10])=O)[CH2:5][CH2:4][CH2:3][CH2:2]1.Br.[O:18]1[CH2:23][CH2:22][N:21]([C:24]([NH2:26])=[NH:25])[CH2:20][CH2:19]1.C[O-].[Na+], predict the reaction product. The product is: [CH:1]1([C:6]2[C:8]([C:9]([O:11][CH3:12])=[O:10])=[CH:13][N:26]=[C:24]([N:21]3[CH2:22][CH2:23][O:18][CH2:19][CH2:20]3)[N:25]=2)[CH2:5][CH2:4][CH2:3][CH2:2]1.